This data is from NCI-60 drug combinations with 297,098 pairs across 59 cell lines. The task is: Regression. Given two drug SMILES strings and cell line genomic features, predict the synergy score measuring deviation from expected non-interaction effect. (1) Drug 1: C1CCC(C1)C(CC#N)N2C=C(C=N2)C3=C4C=CNC4=NC=N3. Drug 2: CC1=C(N=C(N=C1N)C(CC(=O)N)NCC(C(=O)N)N)C(=O)NC(C(C2=CN=CN2)OC3C(C(C(C(O3)CO)O)O)OC4C(C(C(C(O4)CO)O)OC(=O)N)O)C(=O)NC(C)C(C(C)C(=O)NC(C(C)O)C(=O)NCCC5=NC(=CS5)C6=NC(=CS6)C(=O)NCCC[S+](C)C)O. Cell line: SF-539. Synergy scores: CSS=1.46, Synergy_ZIP=-6.03, Synergy_Bliss=-11.0, Synergy_Loewe=-16.1, Synergy_HSA=-9.55. (2) Drug 1: CCCS(=O)(=O)NC1=C(C(=C(C=C1)F)C(=O)C2=CNC3=C2C=C(C=N3)C4=CC=C(C=C4)Cl)F. Drug 2: CCCCCOC(=O)NC1=NC(=O)N(C=C1F)C2C(C(C(O2)C)O)O. Cell line: LOX IMVI. Synergy scores: CSS=32.5, Synergy_ZIP=0.598, Synergy_Bliss=1.49, Synergy_Loewe=-19.8, Synergy_HSA=4.00. (3) Drug 1: C1=CN(C=N1)CC(O)(P(=O)(O)O)P(=O)(O)O. Drug 2: C#CCC(CC1=CN=C2C(=N1)C(=NC(=N2)N)N)C3=CC=C(C=C3)C(=O)NC(CCC(=O)O)C(=O)O. Cell line: MOLT-4. Synergy scores: CSS=4.78, Synergy_ZIP=-0.159, Synergy_Bliss=-0.412, Synergy_Loewe=1.77, Synergy_HSA=-0.265. (4) Drug 1: CC1C(C(=O)NC(C(=O)N2CCCC2C(=O)N(CC(=O)N(C(C(=O)O1)C(C)C)C)C)C(C)C)NC(=O)C3=C4C(=C(C=C3)C)OC5=C(C(=O)C(=C(C5=N4)C(=O)NC6C(OC(=O)C(N(C(=O)CN(C(=O)C7CCCN7C(=O)C(NC6=O)C(C)C)C)C)C(C)C)C)N)C. Drug 2: CC1C(C(CC(O1)OC2CC(OC(C2O)C)OC3=CC4=CC5=C(C(=O)C(C(C5)C(C(=O)C(C(C)O)O)OC)OC6CC(C(C(O6)C)O)OC7CC(C(C(O7)C)O)OC8CC(C(C(O8)C)O)(C)O)C(=C4C(=C3C)O)O)O)O. Cell line: HOP-92. Synergy scores: CSS=32.9, Synergy_ZIP=-3.22, Synergy_Bliss=-1.41, Synergy_Loewe=-6.04, Synergy_HSA=-1.20. (5) Drug 1: C1CCC(C1)C(CC#N)N2C=C(C=N2)C3=C4C=CNC4=NC=N3. Drug 2: C1=CC(=C2C(=C1NCCNCCO)C(=O)C3=C(C=CC(=C3C2=O)O)O)NCCNCCO. Cell line: MALME-3M. Synergy scores: CSS=27.9, Synergy_ZIP=5.06, Synergy_Bliss=8.56, Synergy_Loewe=-10.3, Synergy_HSA=7.24. (6) Drug 1: CC(C1=C(C=CC(=C1Cl)F)Cl)OC2=C(N=CC(=C2)C3=CN(N=C3)C4CCNCC4)N. Drug 2: C(CC(=O)O)C(=O)CN.Cl. Cell line: HCC-2998. Synergy scores: CSS=21.6, Synergy_ZIP=-4.33, Synergy_Bliss=-3.48, Synergy_Loewe=-2.10, Synergy_HSA=-2.46.